Regression. Given two drug SMILES strings and cell line genomic features, predict the synergy score measuring deviation from expected non-interaction effect. From a dataset of Merck oncology drug combination screen with 23,052 pairs across 39 cell lines. (1) Drug 1: CS(=O)(=O)CCNCc1ccc(-c2ccc3ncnc(Nc4ccc(OCc5cccc(F)c5)c(Cl)c4)c3c2)o1. Drug 2: CCc1cnn2c(NCc3ccc[n+]([O-])c3)cc(N3CCCCC3CCO)nc12. Cell line: ES2. Synergy scores: synergy=23.4. (2) Drug 1: CN1C(=O)C=CC2(C)C3CCC4(C)C(NC(=O)OCC(F)(F)F)CCC4C3CCC12. Drug 2: COC1CC2CCC(C)C(O)(O2)C(=O)C(=O)N2CCCCC2C(=O)OC(C(C)CC2CCC(OP(C)(C)=O)C(OC)C2)CC(=O)C(C)C=C(C)C(O)C(OC)C(=O)C(C)CC(C)C=CC=CC=C1C. Cell line: SKOV3. Synergy scores: synergy=27.1.